Dataset: Forward reaction prediction with 1.9M reactions from USPTO patents (1976-2016). Task: Predict the product of the given reaction. (1) Given the reactants C(N(C(C)C)CC)(C)C.CC1C=CC=C(C)C=1C(Cl)=O.[CH3:21][C:22]1[CH:30]=[C:29](C)[CH:28]=[C:27]([CH3:32])[C:23]=1[C:24](Cl)=[O:25].[Cl:33][C:34]1[CH:51]=[CH:50][C:37]([CH2:38][O:39][C:40]2[CH:49]=[CH:48][C:43](/[C:44](=[N:46]/[OH:47])/[NH2:45])=[CH:42][CH:41]=2)=[CH:36][CH:35]=1, predict the reaction product. The product is: [Cl:33][C:34]1[CH:51]=[CH:50][C:37]([CH2:38][O:39][C:40]2[CH:49]=[CH:48][C:43](/[C:44](=[N:46]/[O:47][C:24](=[O:25])[C:23]3[C:27]([CH3:32])=[CH:28][CH:29]=[CH:30][C:22]=3[CH3:21])/[NH2:45])=[CH:42][CH:41]=2)=[CH:36][CH:35]=1. (2) The product is: [F:1][C:2]1[CH:3]=[CH:4][C:5]([C:8]2[C:12]([CH2:13][O:14][C:15]3[N:16]=[CH:17][C:18]([C:19]([N:25]4[CH2:30][CH2:29][O:28][CH2:27][CH2:26]4)=[O:21])=[CH:22][CH:23]=3)=[C:11]([CH3:24])[O:10][N:9]=2)=[N:6][CH:7]=1. Given the reactants [F:1][C:2]1[CH:3]=[CH:4][C:5]([C:8]2[C:12]([CH2:13][O:14][C:15]3[CH:23]=[CH:22][C:18]([C:19]([OH:21])=O)=[CH:17][N:16]=3)=[C:11]([CH3:24])[O:10][N:9]=2)=[N:6][CH:7]=1.[NH:25]1[CH2:30][CH2:29][O:28][CH2:27][CH2:26]1, predict the reaction product. (3) Given the reactants [N:1]1[C:5]2[CH:6]=[CH:7][CH:8]=[CH:9][C:4]=2[NH:3][C:2]=1[C:10]([OH:12])=O.CN(C(ON1N=[N:28][C:23]2[CH:24]=[CH:25][CH:26]=[CH:27][C:22]1=2)=[N+](C)C)C.[B-](F)(F)(F)F.[CH:35]1C=CC2N(O)N=NC=2[CH:40]=1.CC[N:47]([CH:51]([CH3:53])C)[CH:48]([CH3:50])C.[CH3:54]N(C=O)C, predict the reaction product. The product is: [N:47]1[CH:48]=[CH:50][C:35]([CH2:40][C:26]2[CH:27]=[CH:22][C:23]([NH:28][C:10]([C:2]3[NH:1][C:5]4[CH:6]=[CH:7][CH:8]=[C:9]([CH3:54])[C:4]=4[N:3]=3)=[O:12])=[CH:24][CH:25]=2)=[CH:53][CH:51]=1. (4) Given the reactants [CH2:1]([NH:3][C:4]([C:6]1[N:7]([CH3:21])[C:8]([C:11]2[S:19][C:18]3[C:13](=[N:14][CH:15]=[CH:16][C:17]=3Cl)[CH:12]=2)=[CH:9][N:10]=1)=[O:5])[CH3:2].[CH3:22][C:23]1[NH:24][C:25]2[C:30]([CH:31]=1)=[CH:29][C:28]([NH2:32])=[CH:27][CH:26]=2, predict the reaction product. The product is: [CH2:1]([NH:3][C:4]([C:6]1[N:7]([CH3:21])[C:8]([C:11]2[S:19][C:18]3[C:13](=[N:14][CH:15]=[CH:16][C:17]=3[NH:32][C:28]3[CH:29]=[C:30]4[C:25](=[CH:26][CH:27]=3)[NH:24][C:23]([CH3:22])=[CH:31]4)[CH:12]=2)=[CH:9][N:10]=1)=[O:5])[CH3:2]. (5) Given the reactants [CH3:1][NH:2][C:3]1[CH:8]=[CH:7][CH:6]=[CH:5][C:4]=1[N+:9]([O-:11])=[O:10].[Br:12]N1C(=O)CCC1=O.C(O)(=O)C, predict the reaction product. The product is: [Br:12][C:6]1[CH:7]=[CH:8][C:3]([NH:2][CH3:1])=[C:4]([N+:9]([O-:11])=[O:10])[CH:5]=1. (6) Given the reactants Br[CH2:2][CH2:3][CH2:4][CH2:5][CH2:6][CH2:7][CH2:8][CH2:9][CH2:10][C:11]([OH:13])=[O:12].[N-:14]=[N+:15]=[N-:16].[Na+], predict the reaction product. The product is: [N:14]([CH2:2][CH2:3][CH2:4][CH2:5][CH2:6][CH2:7][CH2:8][CH2:9][CH2:10][C:11]([OH:13])=[O:12])=[N+:15]=[N-:16]. (7) Given the reactants [F:1][C:2]([F:7])([F:6])[C:3]([OH:5])=[O:4].[NH2:8][CH:9]1[CH2:14][CH2:13][CH:12]([NH:15][C:16]2[N:24]=[C:23]3[C:19]([N:20]=[CH:21][N:22]3[C@@H:25]3[CH2:29][C@H:28]([N:30]4[CH:34]=[C:33]([CH3:35])[CH:32]=[N:31]4)[C@@H:27]([OH:36])[C@H:26]3[OH:37])=[C:18]([NH:38][CH2:39][CH:40]([C:47]3[CH:52]=[CH:51][CH:50]=[CH:49][CH:48]=3)[C:41]3[CH:46]=[CH:45][CH:44]=[CH:43][CH:42]=3)[N:17]=2)[CH2:11][CH2:10]1.C1(C)C=CC=CC=1.CC(O)C.[N:64]1[CH:69]=[CH:68][CH:67]=[CH:66][C:65]=1[N:70]1[CH2:75][CH2:74][CH:73]([NH:76][C:77](N2C=CN=C2)=[O:78])[CH2:72][CH2:71]1, predict the reaction product. The product is: [F:1][C:2]([F:7])([F:6])[C:3]([OH:5])=[O:4].[OH:37][C@@H:26]1[C@H:27]([OH:36])[C@@H:28]([N:30]2[CH:34]=[C:33]([CH3:35])[CH:32]=[N:31]2)[CH2:29][C@H:25]1[N:22]1[CH:21]=[N:20][C:19]2[C:23]1=[N:24][C:16]([NH:15][CH:12]1[CH2:11][CH2:10][CH:9]([NH:8][C:77]([NH:76][CH:73]3[CH2:72][CH2:71][N:70]([C:65]4[CH:66]=[CH:67][CH:68]=[CH:69][N:64]=4)[CH2:75][CH2:74]3)=[O:78])[CH2:14][CH2:13]1)=[N:17][C:18]=2[NH:38][CH2:39][CH:40]([C:41]1[CH:46]=[CH:45][CH:44]=[CH:43][CH:42]=1)[C:47]1[CH:48]=[CH:49][CH:50]=[CH:51][CH:52]=1. (8) Given the reactants C(OC(O[CH2:8][CH3:9])CBr)C.C(=O)(O)[O-].[Na+].[Cl:15][C:16]1[N:21]=[N:20][C:19]([NH2:22])=[CH:18][CH:17]=1, predict the reaction product. The product is: [Cl:15][C:16]1[CH:17]=[CH:18][C:19]2[N:20]([CH:8]=[CH:9][N:22]=2)[N:21]=1. (9) The product is: [F:20][C:21]1[N:26]=[C:25]([CH2:27][O:28][C:2]2[CH:11]=[C:10]([C:12]3[CH:13]=[CH:14][C:15]([C:18]#[N:19])=[N:16][CH:17]=3)[C:9]3[CH2:8][CH2:7][CH2:6][CH2:5][C:4]=3[N:3]=2)[CH:24]=[CH:23][CH:22]=1. Given the reactants Cl[C:2]1[CH:11]=[C:10]([C:12]2[CH:13]=[CH:14][C:15]([C:18]#[N:19])=[N:16][CH:17]=2)[C:9]2[CH2:8][CH2:7][CH2:6][CH2:5][C:4]=2[N:3]=1.[F:20][C:21]1[N:26]=[C:25]([CH2:27][OH:28])[CH:24]=[CH:23][CH:22]=1.C(=O)([O-])[O-].[Cs+].[Cs+], predict the reaction product.